From a dataset of Full USPTO retrosynthesis dataset with 1.9M reactions from patents (1976-2016). Predict the reactants needed to synthesize the given product. (1) The reactants are: [CH3:1][C:2]1([CH3:9])[CH2:7][C:6](=[O:8])[O:5][C:3]1=[O:4].[CH2:10]([N:12]1[CH2:17][CH2:16][N:15]([C:18]([C@@H:20]2[CH2:23][C@H:22]([NH:24][C:25]([C@:27]34[CH2:53][CH2:52][C@@H:51]([C:54]([CH3:56])=[CH2:55])[C@@H:28]3[C@@H:29]3[C@@:42]([CH3:45])([CH2:43][CH2:44]4)[C@@:41]4([CH3:46])[C@@H:32]([C@:33]5([CH3:50])[C@@H:38]([CH2:39][CH2:40]4)[C:37]([CH3:48])([CH3:47])[C@@H:36]([OH:49])[CH2:35][CH2:34]5)[CH2:31][CH2:30]3)=[O:26])[C:21]2([CH3:58])[CH3:57])=[O:19])[CH2:14][CH2:13]1)[CH3:11]. Given the product [CH2:10]([N:12]1[CH2:17][CH2:16][N:15]([C:18]([C@@H:20]2[CH2:23][C@H:22]([NH:24][C:25]([C@:27]34[CH2:53][CH2:52][C@@H:51]([C:54]([CH3:56])=[CH2:55])[C@@H:28]3[C@@H:29]3[C@@:42]([CH3:45])([CH2:43][CH2:44]4)[C@@:41]4([CH3:46])[C@@H:32]([C@:33]5([CH3:50])[C@@H:38]([CH2:39][CH2:40]4)[C:37]([CH3:47])([CH3:48])[C@@H:36]([O:49][C:6](=[O:8])[CH2:7][C:2]([CH3:9])([CH3:1])[C:3]([OH:5])=[O:4])[CH2:35][CH2:34]5)[CH2:31][CH2:30]3)=[O:26])[C:21]2([CH3:57])[CH3:58])=[O:19])[CH2:14][CH2:13]1)[CH3:11], predict the reactants needed to synthesize it. (2) Given the product [F:22][C:23]1[CH:31]=[CH:30][C:26]([C:27]([NH:21][C:16]2[CH:17]=[C:18]3[C:13](=[CH:14][CH:15]=2)[N:12]=[C:11]([NH:10][C@H:1]2[C:9]4[C:4](=[CH:5][CH:6]=[CH:7][CH:8]=4)[CH2:3][CH2:2]2)[CH:20]=[CH:19]3)=[O:28])=[CH:25][CH:24]=1, predict the reactants needed to synthesize it. The reactants are: [C@H:1]1([NH:10][C:11]2[CH:20]=[CH:19][C:18]3[C:13](=[CH:14][CH:15]=[C:16]([NH2:21])[CH:17]=3)[N:12]=2)[C:9]2[C:4](=[CH:5][CH:6]=[CH:7][CH:8]=2)[CH2:3][CH2:2]1.[F:22][C:23]1[CH:31]=[CH:30][C:26]([C:27](Cl)=[O:28])=[CH:25][CH:24]=1. (3) Given the product [NH2:1][C:2]1[CH:3]=[CH:4][C:5]([CH3:21])=[C:6]([C:8]2[C:9](=[O:20])[N:10]([CH3:19])[C:11]3[C:16]([CH:17]=2)=[CH:15][N:14]=[C:13]([CH3:22])[CH:12]=3)[CH:7]=1, predict the reactants needed to synthesize it. The reactants are: [NH2:1][C:2]1[CH:3]=[CH:4][C:5]([CH3:21])=[C:6]([C:8]2[C:9](=[O:20])[N:10]([CH3:19])[C:11]3[C:16]([CH:17]=2)=[CH:15][N:14]=[C:13](Cl)[CH:12]=3)[CH:7]=1.[C:22]1(P(C2C=CC=CC=2)C2C=CC=CC=2)C=CC=CC=1.C[Al](C)C.Cl. (4) Given the product [C:23]1([CH2:22][CH2:21][S:18]([N:15]2[CH2:14][CH2:13][CH:12]([CH2:11][NH2:10])[CH2:17][CH2:16]2)(=[O:19])=[O:20])[CH:28]=[CH:27][CH:26]=[CH:25][CH:24]=1, predict the reactants needed to synthesize it. The reactants are: C(OC(=O)[NH:10][CH2:11][CH:12]1[CH2:17][CH2:16][N:15]([S:18]([CH:21]=[CH:22][C:23]2[CH:28]=[CH:27][CH:26]=[CH:25][CH:24]=2)(=[O:20])=[O:19])[CH2:14][CH2:13]1)C1C=CC=CC=1.CO.[H][H].